This data is from Catalyst prediction with 721,799 reactions and 888 catalyst types from USPTO. The task is: Predict which catalyst facilitates the given reaction. (1) Reactant: [CH3:1][C:2]1[CH:7]=[C:6]([CH2:8][CH2:9][CH:10]=[C:11]([CH3:13])[CH3:12])[CH:5]=[CH:4][C:3]=1/[CH:14]=[CH:15]/[CH:16]=[O:17]. Product: [CH3:1][C:2]1[CH:7]=[C:6]([CH2:8][CH2:9][CH2:10][CH:11]([CH3:12])[CH3:13])[CH:5]=[CH:4][C:3]=1[CH2:14][CH2:15][CH:16]=[O:17]. The catalyst class is: 13. (2) Reactant: [CH3:1][O:2][C:3]1[CH:11]=[CH:10][C:9]([C:12]2[NH:16][N:15]=[N:14][N:13]=2)=[CH:8][C:4]=1[C:5]([OH:7])=O.Cl.[CH2:18]([O:20][CH2:21][CH2:22][N:23]1[C:27]2[CH:28]=[CH:29][CH:30]=[CH:31][C:26]=2[N:25]=[C:24]1[N:32]1[CH2:38][CH2:37][CH2:36][N:35]([CH2:39][CH2:40][C:41]2([C:46]3[CH:51]=[CH:50][CH:49]=[CH:48][CH:47]=3)[CH2:45][CH2:44][NH:43][CH2:42]2)[CH2:34][CH2:33]1)[CH3:19]. Product: [CH3:1][O:2][C:3]1[CH:11]=[CH:10][C:9]([C:12]2[NH:16][N:15]=[N:14][N:13]=2)=[CH:8][C:4]=1[C:5]([N:43]1[CH2:44][CH2:45][C:41]([CH2:40][CH2:39][N:35]2[CH2:36][CH2:37][CH2:38][N:32]([C:24]3[N:23]([CH2:22][CH2:21][O:20][CH2:18][CH3:19])[C:27]4[CH:28]=[CH:29][CH:30]=[CH:31][C:26]=4[N:25]=3)[CH2:33][CH2:34]2)([C:46]2[CH:51]=[CH:50][CH:49]=[CH:48][CH:47]=2)[CH2:42]1)=[O:7]. The catalyst class is: 98. (3) The catalyst class is: 23. Product: [OH:15][CH:12]([CH2:13][OH:14])[CH2:11][N:1]1[CH:5]=[CH:4][N:3]=[CH:2]1. Reactant: [NH:1]1[CH:5]=[CH:4][N:3]=[CH:2]1.[OH-].[K+].[I-].[K+].Cl[CH2:11][CH:12]([OH:15])[CH2:13][OH:14]. (4) Reactant: [NH:1]1[CH2:6][CH2:5][O:4][CH2:3][CH2:2]1.[CH2:7]=O.[OH:9][C:10]1[C:17]([OH:18])=[C:16]([OH:19])[CH:15]=[CH:14][C:11]=1[CH:12]=[O:13]. Product: [OH:9][C:10]1[C:17]([OH:18])=[C:16]([OH:19])[C:15]([CH2:7][N:1]2[CH2:6][CH2:5][O:4][CH2:3][CH2:2]2)=[CH:14][C:11]=1[CH:12]=[O:13]. The catalyst class is: 8. (5) Reactant: [CH3:1][N:2]1[C:6]([NH2:7])=[CH:5][C:4]([CH3:8])=[N:3]1.C1N=CN([C:14](N2C=NC=C2)=[O:15])C=1.[NH2:21][C:22]1[CH:23]=[C:24]([CH:41]=[CH:42][C:43]=1[CH3:44])[O:25][C:26]1[CH:27]=[CH:28][C:29]2[N:30]([CH:32]=[C:33]([NH:35][C:36]([CH:38]3[CH2:40][CH2:39]3)=[O:37])[N:34]=2)[N:31]=1.O. Product: [CH3:1][N:2]1[C:6]([NH:7][C:14]([NH:21][C:22]2[CH:23]=[C:24]([CH:41]=[CH:42][C:43]=2[CH3:44])[O:25][C:26]2[CH:27]=[CH:28][C:29]3[N:30]([CH:32]=[C:33]([NH:35][C:36]([CH:38]4[CH2:40][CH2:39]4)=[O:37])[N:34]=3)[N:31]=2)=[O:15])=[CH:5][C:4]([CH3:8])=[N:3]1. The catalyst class is: 9. (6) Reactant: [CH3:1][C:2]1([CH3:17])[C:10]2[C:5](=[CH:6][C:7]([N:11]3[CH2:16][CH2:15][O:14][CH2:13][CH2:12]3)=[CH:8][CH:9]=2)[NH:4][CH2:3]1.Cl[C:19]1[C:28]2[C:23](=[CH:24][CH:25]=[CH:26][CH:27]=2)[N:22]=[CH:21][C:20]=1[CH3:29].C(=O)([O-])[O-].[Cs+].[Cs+].C1C=CC(P(C2C(C3C(P(C4C=CC=CC=4)C4C=CC=CC=4)=CC=C4C=3C=CC=C4)=C3C(C=CC=C3)=CC=2)C2C=CC=CC=2)=CC=1. Product: [CH3:1][C:2]1([CH3:17])[C:10]2[C:5](=[CH:6][C:7]([N:11]3[CH2:16][CH2:15][O:14][CH2:13][CH2:12]3)=[CH:8][CH:9]=2)[N:4]([C:19]2[C:28]3[C:23](=[CH:24][CH:25]=[CH:26][CH:27]=3)[N:22]=[CH:21][C:20]=2[CH3:29])[CH2:3]1. The catalyst class is: 101. (7) Reactant: [Br:1][C:2]1[C:3]([CH3:22])=[C:4]([N:8]2[C:17](=[O:18])[C:16]3[C:11](=[C:12]([O:19][CH3:20])[CH:13]=[CH:14][CH:15]=3)[NH:10][C:9]2=[O:21])[CH:5]=[CH:6][CH:7]=1.IC.[C:25]([O-])([O-])=O.[Cs+].[Cs+]. Product: [Br:1][C:2]1[C:3]([CH3:22])=[C:4]([N:8]2[C:17](=[O:18])[C:16]3[C:11](=[C:12]([O:19][CH3:20])[CH:13]=[CH:14][CH:15]=3)[N:10]([CH3:25])[C:9]2=[O:21])[CH:5]=[CH:6][CH:7]=1. The catalyst class is: 1.